Dataset: TCR-epitope binding with 47,182 pairs between 192 epitopes and 23,139 TCRs. Task: Binary Classification. Given a T-cell receptor sequence (or CDR3 region) and an epitope sequence, predict whether binding occurs between them. The epitope is RLRAEAQVK. The TCR CDR3 sequence is CASSLAAGQQYF. Result: 1 (the TCR binds to the epitope).